From a dataset of Catalyst prediction with 721,799 reactions and 888 catalyst types from USPTO. Predict which catalyst facilitates the given reaction. Reactant: [CH:1]12[O:6][CH:5]1[CH2:4][N:3]([C:7]([O:9][CH2:10][C:11]1[CH:16]=[CH:15][CH:14]=[CH:13][CH:12]=1)=[O:8])[CH2:2]2.N1C=CC=CC=1.[FH:23]. Product: [F:23][C@H:1]1[C@H:5]([OH:6])[CH2:4][N:3]([C:7]([O:9][CH2:10][C:11]2[CH:16]=[CH:15][CH:14]=[CH:13][CH:12]=2)=[O:8])[CH2:2]1. The catalyst class is: 4.